From a dataset of Forward reaction prediction with 1.9M reactions from USPTO patents (1976-2016). Predict the product of the given reaction. (1) Given the reactants [Cl:1][C:2]1[CH:12]=[C:11]([F:13])[C:10]([F:14])=[CH:9][C:3]=1[C:4]([N:6]=[C:7]=[O:8])=[O:5].[Cl:15][C:16]1[CH:21]=[CH:20][C:19]([C:22]2[N:23]=[N:24][C:25]([CH3:29])=[C:26]([CH3:28])[N:27]=2)=[CH:18][C:17]=1[NH2:30], predict the reaction product. The product is: [Cl:1][C:2]1[CH:12]=[C:11]([F:13])[C:10]([F:14])=[CH:9][C:3]=1[C:4]([NH:6][C:7]([NH:30][C:17]1[CH:18]=[C:19]([C:22]2[N:23]=[N:24][C:25]([CH3:29])=[C:26]([CH3:28])[N:27]=2)[CH:20]=[CH:21][C:16]=1[Cl:15])=[O:8])=[O:5]. (2) Given the reactants FC(F)(F)C(O)=O.[OH:8][C:9]1([CH2:15][N:16]2[C:21](=[O:22])[C:20]3[NH:23][N:24]=[C:25]([C:26]4[CH:31]=[CH:30][CH:29]=[CH:28][CH:27]=4)[C:19]=3[N:18]=[CH:17]2)[CH2:14][CH2:13][NH:12][CH2:11][CH2:10]1.[C:32](O)(=[O:39])[C:33]1[CH:38]=[CH:37][CH:36]=[CH:35][CH:34]=1.CN(C(ON1N=NC2C=CC=NC1=2)=[N+](C)C)C.F[P-](F)(F)(F)(F)F.CCN(C(C)C)C(C)C, predict the reaction product. The product is: [C:32]([N:12]1[CH2:13][CH2:14][C:9]([CH2:15][N:16]2[C:21](=[O:22])[C:20]3[NH:23][N:24]=[C:25]([C:26]4[CH:31]=[CH:30][CH:29]=[CH:28][CH:27]=4)[C:19]=3[N:18]=[CH:17]2)([OH:8])[CH2:10][CH2:11]1)(=[O:39])[C:33]1[CH:38]=[CH:37][CH:36]=[CH:35][CH:34]=1. (3) Given the reactants [NH2:1][C:2]1[C:3]([CH:11]=O)=[CH:4][C:5]2[O:9][CH2:8][O:7][C:6]=2[CH:10]=1.[CH3:13][O:14][C:15]1[CH:20]=[CH:19][CH:18]=[CH:17][C:16]=1[CH2:21][CH2:22][C:23]#[N:24], predict the reaction product. The product is: [CH3:13][O:14][C:15]1[CH:20]=[CH:19][CH:18]=[CH:17][C:16]=1[CH2:21][C:22]1[C:23]([NH2:24])=[N:1][C:2]2[CH:10]=[C:6]3[O:7][CH2:8][O:9][C:5]3=[CH:4][C:3]=2[CH:11]=1. (4) Given the reactants [CH3:1][O:2][C:3]([C:5]1[CH:13]=[C:12]2[C:8]([CH:9]=[CH:10][N:11]2[CH2:14][C:15]2[CH:20]=[CH:19][CH:18]=[C:17]([N+:21]([O-])=O)[CH:16]=2)=[CH:7][CH:6]=1)=[O:4], predict the reaction product. The product is: [CH3:1][O:2][C:3]([C:5]1[CH:13]=[C:12]2[C:8]([CH:9]=[CH:10][N:11]2[CH2:14][C:15]2[CH:20]=[CH:19][CH:18]=[C:17]([NH2:21])[CH:16]=2)=[CH:7][CH:6]=1)=[O:4].